Task: Predict the reaction yield, written as a fraction of the theoretical maximum amount of product (1.0 means a 100% yield; for example, 0.34 means a 34% yield).. Dataset: Reaction yield outcomes from USPTO patents with 853,638 reactions The reactants are Cl.[CH3:2][N:3]1[CH2:8][CH2:7][CH2:6][CH:5]([CH2:9][O:10][C:11]2[CH:16]=[CH:15][C:14]([NH2:17])=[CH:13][CH:12]=2)[CH2:4]1.[F:18][C:19]1[CH:20]=[C:21]2[C:25](=[CH:26][CH:27]=1)[NH:24][C:23](=[O:28])[C:22]2=[CH:29]O.CCN(CC)CC. No catalyst specified. The product is [F:18][C:19]1[CH:20]=[C:21]2[C:25](=[CH:26][CH:27]=1)[NH:24][C:23](=[O:28])[C:22]2=[CH:29][NH:17][C:14]1[CH:13]=[CH:12][C:11]([O:10][CH2:9][CH:5]2[CH2:6][CH2:7][CH2:8][N:3]([CH3:2])[CH2:4]2)=[CH:16][CH:15]=1. The yield is 0.770.